From a dataset of Catalyst prediction with 721,799 reactions and 888 catalyst types from USPTO. Predict which catalyst facilitates the given reaction. (1) Reactant: [OH:1][CH:2]1[CH2:5][N:4]([C:6]2[S:7][CH:8]=[C:9]([C:11](=[O:32])[NH:12][CH:13]3[CH2:18][CH2:17][N:16]([C:19]([O:21][CH2:22][C:23]4[CH:28]=[CH:27][C:26]([N+:29]([O-:31])=[O:30])=[CH:25][CH:24]=4)=[O:20])[CH2:15][CH2:14]3)[N:10]=2)[CH2:3]1.[CH3:33][S:34](Cl)(=[O:36])=[O:35].C(N(CC)CC)C. Product: [CH3:33][S:34]([O:1][CH:2]1[CH2:3][N:4]([C:6]2[S:7][CH:8]=[C:9]([C:11](=[O:32])[NH:12][CH:13]3[CH2:18][CH2:17][N:16]([C:19]([O:21][CH2:22][C:23]4[CH:28]=[CH:27][C:26]([N+:29]([O-:31])=[O:30])=[CH:25][CH:24]=4)=[O:20])[CH2:15][CH2:14]3)[N:10]=2)[CH2:5]1)(=[O:36])=[O:35]. The catalyst class is: 2. (2) Reactant: [CH2:1]([C:3]1[CH:8]=[CH:7][N:6]2[N:9]=[CH:10][CH:11]=[C:5]2[CH:4]=1)[CH3:2].C1C(=O)N([Br:19])C(=O)C1.O. Product: [Br:19][C:11]1[CH:10]=[N:9][N:6]2[CH:7]=[CH:8][C:3]([CH2:1][CH3:2])=[CH:4][C:5]=12. The catalyst class is: 4. (3) Reactant: [NH:1]1[C:5]2[NH:6][CH:7]=[CH:8][C:9](=O)[C:4]=2[CH:3]=[N:2]1.P(Cl)(Cl)(Cl)(Cl)[Cl:12]. Product: [Cl:12][C:9]1[CH:8]=[CH:7][N:6]=[C:5]2[NH:1][N:2]=[CH:3][C:4]=12. The catalyst class is: 265. (4) Reactant: [NH:1]1[CH2:6][CH2:5][O:4][CH2:3][CH2:2]1.Cl[C:8](=[N:11][S:12][N:13]1[CH2:18][CH2:17][O:16][CH2:15][CH2:14]1)[C:9]#[N:10]. Product: [N:1]1([C:8](=[N:11][S:12][N:13]2[CH2:14][CH2:15][O:16][CH2:17][CH2:18]2)[C:9]#[N:10])[CH2:6][CH2:5][O:4][CH2:3][CH2:2]1. The catalyst class is: 310. (5) Reactant: [CH3:1][O:2][C:3]([C@@H:5]1[CH2:9][CH2:8][CH2:7][C@H:6]1[C:10]([OH:12])=O)=[O:4].CN(C(ON1N=NC2C=CC=NC1=2)=[N+](C)C)C.F[P-](F)(F)(F)(F)F.CCN(C(C)C)C(C)C.[NH2:46][C:47]1[S:48][CH:49]=[C:50]([C:52]2[CH:63]=[CH:62][C:55]([C:56]([NH:58][CH:59]3[CH2:61][CH2:60]3)=[O:57])=[CH:54][CH:53]=2)[N:51]=1. Product: [CH3:1][O:2][C:3]([C@@H:5]1[CH2:9][CH2:8][CH2:7][C@H:6]1[C:10](=[O:12])[NH:46][C:47]1[S:48][CH:49]=[C:50]([C:52]2[CH:53]=[CH:54][C:55]([C:56](=[O:57])[NH:58][CH:59]3[CH2:61][CH2:60]3)=[CH:62][CH:63]=2)[N:51]=1)=[O:4]. The catalyst class is: 3. (6) Reactant: [N:1]1([CH2:6][CH2:7][CH2:8][NH2:9])[CH:5]=[CH:4][N:3]=[CH:2]1.[CH3:10][C:11]1[CH:18]=[CH:17][C:14]([CH:15]=O)=[CH:13][CH:12]=1.C([O:21][C:22](=O)[C:23](=[O:32])[CH2:24][C:25]1[CH:30]=[CH:29][C:28]([OH:31])=[CH:27][CH:26]=1)C. Product: [OH:32][C:23]1[C:22](=[O:21])[N:9]([CH2:8][CH2:7][CH2:6][N:1]2[CH:5]=[CH:4][N:3]=[CH:2]2)[CH:15]([C:14]2[CH:17]=[CH:18][C:11]([CH3:10])=[CH:12][CH:13]=2)[C:24]=1[C:25]1[CH:30]=[CH:29][C:28]([OH:31])=[CH:27][CH:26]=1. The catalyst class is: 8.